Dataset: Peptide-MHC class II binding affinity with 134,281 pairs from IEDB. Task: Regression. Given a peptide amino acid sequence and an MHC pseudo amino acid sequence, predict their binding affinity value. This is MHC class II binding data. (1) The peptide sequence is NHIPGYKVQTNGPWM. The MHC is DRB1_0301 with pseudo-sequence DRB1_0301. The binding affinity (normalized) is 0.421. (2) The peptide sequence is KPTAAGPKDNGGACG. The MHC is DRB5_0101 with pseudo-sequence DRB5_0101. The binding affinity (normalized) is 0. (3) The peptide sequence is EKKSFAATQFEPLAA. The MHC is HLA-DQA10301-DQB10302 with pseudo-sequence HLA-DQA10301-DQB10302. The binding affinity (normalized) is 0.354. (4) The peptide sequence is VAAALHNIKCKEPHQ. The MHC is DRB1_0101 with pseudo-sequence DRB1_0101. The binding affinity (normalized) is 0.0952. (5) The peptide sequence is WAEQEGPEYW. The MHC is HLA-DQA10501-DQB10201 with pseudo-sequence HLA-DQA10501-DQB10201. The binding affinity (normalized) is 0.268. (6) The peptide sequence is VVKVQRPTPKGTVMDII. The MHC is DRB3_0101 with pseudo-sequence DRB3_0101. The binding affinity (normalized) is 0.263.